From a dataset of Forward reaction prediction with 1.9M reactions from USPTO patents (1976-2016). Predict the product of the given reaction. (1) Given the reactants CC1(C)[O:6][C@H:5]([CH2:7][O:8][C:9]2[CH:14]=[CH:13][C:12]([C:15]([C:20]3[CH:25]=[CH:24][C:23](/[CH:26]=[CH:27]/[CH:28]([OH:33])[C:29]([CH3:32])([CH3:31])[CH3:30])=[C:22]([CH3:34])[CH:21]=3)([CH2:18][CH3:19])[CH2:16][CH3:17])=[CH:11][C:10]=2[CH3:35])[CH2:4][O:3]1.C12(CS(O)(=O)=O)C(C)(C)C(CC1)CC2=O.C([O-])(O)=O.[Na+], predict the reaction product. The product is: [CH2:16]([C:15]([C:12]1[CH:13]=[CH:14][C:9]([O:8][CH2:7][C@@H:5]([OH:6])[CH2:4][OH:3])=[C:10]([CH3:35])[CH:11]=1)([C:20]1[CH:25]=[CH:24][C:23](/[CH:26]=[CH:27]/[CH:28]([OH:33])[C:29]([CH3:31])([CH3:32])[CH3:30])=[C:22]([CH3:34])[CH:21]=1)[CH2:18][CH3:19])[CH3:17]. (2) Given the reactants CON(C)[C:4]([C:6]1[C:15](=[O:16])[C:14]2[C:9](=[CH:10][CH:11]=[CH:12][CH:13]=2)[N:8]([CH2:17][C:18]2[CH:23]=[CH:22][CH:21]=[C:20]([Br:24])[N:19]=2)[CH:7]=1)=[O:5].[CH3:26][O:27][C:28]1[CH:29]=[C:30]([Mg]Br)[CH:31]=[CH:32][CH:33]=1, predict the reaction product. The product is: [Br:24][C:20]1[N:19]=[C:18]([CH2:17][N:8]2[C:9]3[C:14](=[CH:13][CH:12]=[CH:11][CH:10]=3)[C:15](=[O:16])[C:6]([C:4](=[O:5])[C:32]3[CH:31]=[CH:30][CH:29]=[C:28]([O:27][CH3:26])[CH:33]=3)=[CH:7]2)[CH:23]=[CH:22][CH:21]=1. (3) Given the reactants [F:1][C:2]1[CH:7]=[CH:6][C:5]([OH:8])=[C:4]([CH3:9])[C:3]=1[NH:10][CH2:11][C:12]1[CH:17]=[C:16]([CH3:18])[CH:15]=[C:14]([C:19]2[CH:24]=[CH:23][CH:22]=[C:21]([F:25])[CH:20]=2)[CH:13]=1.C([O-])([O-])=O.[Cs+].[Cs+].Br[CH2:33][C:34]([O:36][CH:37]([CH3:39])[CH3:38])=[O:35].O, predict the reaction product. The product is: [F:1][C:2]1[CH:7]=[CH:6][C:5]([O:8][CH2:33][C:34]([O:36][CH:37]([CH3:39])[CH3:38])=[O:35])=[C:4]([CH3:9])[C:3]=1[NH:10][CH2:11][C:12]1[CH:17]=[C:16]([CH3:18])[CH:15]=[C:14]([C:19]2[CH:24]=[CH:23][CH:22]=[C:21]([F:25])[CH:20]=2)[CH:13]=1. (4) Given the reactants Br[C:2]1[CH:3]=[C:4]2[C:10]([C:11]3[CH:12]=[N:13][N:14]([CH2:16][C:17]4[CH:22]=[CH:21][CH:20]=[CH:19][C:18]=4[F:23])[CH:15]=3)=[CH:9][N:8]([S:24]([C:27]3[CH:33]=[CH:32][C:30]([CH3:31])=[CH:29][CH:28]=3)(=[O:26])=[O:25])[C:5]2=[N:6][CH:7]=1.[CH3:34][N:35]1[CH:39]=[C:38](B2OC(C)(C)C(C)(C)O2)[CH:37]=[N:36]1.C1(C)C=CC=CC=1.C(O)C.O.C(=O)([O-])[O-].[K+].[K+], predict the reaction product. The product is: [F:23][C:18]1[CH:19]=[CH:20][CH:21]=[CH:22][C:17]=1[CH2:16][N:14]1[CH:15]=[C:11]([C:10]2[C:4]3[C:5](=[N:6][CH:7]=[C:2]([C:38]4[CH:37]=[N:36][N:35]([CH3:34])[CH:39]=4)[CH:3]=3)[N:8]([S:24]([C:27]3[CH:33]=[CH:32][C:30]([CH3:31])=[CH:29][CH:28]=3)(=[O:25])=[O:26])[CH:9]=2)[CH:12]=[N:13]1. (5) The product is: [Br:33][CH2:12][CH2:11][CH2:10][C:6]1[CH:7]=[CH:8][CH:9]=[C:4]([N+:1]([O-:3])=[O:2])[CH:5]=1. Given the reactants [N+:1]([C:4]1[CH:5]=[C:6]([CH2:10][CH2:11][CH2:12]O)[CH:7]=[CH:8][CH:9]=1)([O-:3])=[O:2].C1(P(C2C=CC=CC=2)C2C=CC=CC=2)C=CC=CC=1.[Br:33]N1C(=O)CCC1=O, predict the reaction product. (6) The product is: [Cl:1][C:2]1[CH:3]=[CH:4][C:5]([CH2:6][N:7]2[C:12]([NH:13][C:14]3[CH:19]=[CH:18][C:17]([O:20][CH:21]([CH3:23])[CH3:22])=[C:16]([F:24])[CH:15]=3)=[N:11][C:10](=[O:25])[N:9]([CH2:26][C:27]([OH:29])=[O:28])[C:8]2=[O:31])=[CH:32][CH:33]=1. Given the reactants [Cl:1][C:2]1[CH:33]=[CH:32][C:5]([CH2:6][N:7]2[C:12]([NH:13][C:14]3[CH:19]=[CH:18][C:17]([O:20][CH:21]([CH3:23])[CH3:22])=[C:16]([F:24])[CH:15]=3)=[N:11][C:10](=[O:25])[N:9]([CH2:26][C:27]([O:29]C)=[O:28])[C:8]2=[O:31])=[CH:4][CH:3]=1.CO.[OH-].[Li+].Cl, predict the reaction product. (7) Given the reactants [CH3:1][C:2]1[N:3]=[CH:4][C:5]([N:8]2[C@@H:15]3[C@@H:10]([CH2:11][CH2:12][NH:13][CH2:14]3)[CH2:9]2)=[N:6][CH:7]=1.CC1C=C(C)N=C(N2[C@@H]3[C@@H](CCNC3)C2)N=1.[F:32][C:33]1[CH:34]=[CH:35][C:36]([N:42]2[N:46]=[CH:45][CH:44]=[N:43]2)=[C:37]([CH:41]=1)[C:38](O)=[O:39].S1C=CC=C1C1C=CC=CC=1C(O)=O, predict the reaction product. The product is: [F:32][C:33]1[CH:34]=[CH:35][C:36]([N:42]2[N:46]=[CH:45][CH:44]=[N:43]2)=[C:37]([C:38]([N:13]2[CH2:12][CH2:11][C@@H:10]3[C@@H:15]([N:8]([C:5]4[CH:4]=[N:3][C:2]([CH3:1])=[CH:7][N:6]=4)[CH2:9]3)[CH2:14]2)=[O:39])[CH:41]=1. (8) The product is: [NH2:16][C:9]1[C:8]2[N:7]=[C:6]([CH2:17][O:18][CH2:19][CH3:20])[N:5]([CH2:4][CH2:3][CH2:2][NH:1][C:21](=[O:25])[CH:22]([CH3:24])[CH3:23])[C:13]=2[C:12]([CH3:14])=[C:11]([CH3:15])[N:10]=1. Given the reactants [NH2:1][CH2:2][CH2:3][CH2:4][N:5]1[C:13]2[C:12]([CH3:14])=[C:11]([CH3:15])[N:10]=[C:9]([NH2:16])[C:8]=2[N:7]=[C:6]1[CH2:17][O:18][CH2:19][CH3:20].[C:21](Cl)(=[O:25])[CH:22]([CH3:24])[CH3:23], predict the reaction product. (9) Given the reactants [CH2:1]([N:8]1[CH:13]2[C:14]([F:17])([F:16])[CH2:15][CH:9]1[CH2:10][CH:11](CC([O-])=O)[CH2:12]2)[C:2]1[CH:7]=[CH:6][CH:5]=[CH:4][CH:3]=1.C([O-])([O-])=[O:23].[K+].[K+], predict the reaction product. The product is: [CH2:1]([N:8]1[CH:13]2[C:14]([F:17])([F:16])[CH2:15][CH:9]1[CH2:10][CH:11]([OH:23])[CH2:12]2)[C:2]1[CH:7]=[CH:6][CH:5]=[CH:4][CH:3]=1. (10) Given the reactants [F:1][C:2]1[CH:3]=[CH:4][C:5]([O:25][CH3:26])=[C:6]([C:8]2[CH:13]=[CH:12][N:11]=[C:10]3[NH:14][C:15]([C:17]4[CH2:18][CH:19]5[CH2:23][NH:22][CH2:21][CH:20]5[CH:24]=4)=[CH:16][C:9]=23)[CH:7]=1.Br[CH2:28][C:29]([O:31][C:32]([CH3:35])([CH3:34])[CH3:33])=[O:30].C(N(CC)CC)C.O, predict the reaction product. The product is: [F:1][C:2]1[CH:3]=[CH:4][C:5]([O:25][CH3:26])=[C:6]([C:8]2[CH:13]=[CH:12][N:11]=[C:10]3[NH:14][C:15]([C:17]4[CH2:18][CH:19]5[CH2:23][N:22]([CH2:28][C:29]([O:31][C:32]([CH3:35])([CH3:34])[CH3:33])=[O:30])[CH2:21][CH:20]5[CH:24]=4)=[CH:16][C:9]=23)[CH:7]=1.